The task is: Regression. Given two drug SMILES strings and cell line genomic features, predict the synergy score measuring deviation from expected non-interaction effect.. This data is from NCI-60 drug combinations with 297,098 pairs across 59 cell lines. (1) Drug 1: CC1=C(N=C(N=C1N)C(CC(=O)N)NCC(C(=O)N)N)C(=O)NC(C(C2=CN=CN2)OC3C(C(C(C(O3)CO)O)O)OC4C(C(C(C(O4)CO)O)OC(=O)N)O)C(=O)NC(C)C(C(C)C(=O)NC(C(C)O)C(=O)NCCC5=NC(=CS5)C6=NC(=CS6)C(=O)NCCC[S+](C)C)O. Drug 2: CC1C(C(CC(O1)OC2CC(CC3=C2C(=C4C(=C3O)C(=O)C5=CC=CC=C5C4=O)O)(C(=O)C)O)N)O. Cell line: SF-295. Synergy scores: CSS=46.1, Synergy_ZIP=-7.22, Synergy_Bliss=-11.9, Synergy_Loewe=-7.81, Synergy_HSA=-6.39. (2) Drug 1: CC1C(C(=O)NC(C(=O)N2CCCC2C(=O)N(CC(=O)N(C(C(=O)O1)C(C)C)C)C)C(C)C)NC(=O)C3=C4C(=C(C=C3)C)OC5=C(C(=O)C(=C(C5=N4)C(=O)NC6C(OC(=O)C(N(C(=O)CN(C(=O)C7CCCN7C(=O)C(NC6=O)C(C)C)C)C)C(C)C)C)N)C. Drug 2: C1=NC(=NC(=O)N1C2C(C(C(O2)CO)O)O)N. Cell line: NCI-H522. Synergy scores: CSS=22.9, Synergy_ZIP=-4.78, Synergy_Bliss=0.900, Synergy_Loewe=-6.07, Synergy_HSA=-5.92. (3) Drug 1: C1=NC2=C(N1)C(=S)N=CN2. Drug 2: C1C(C(OC1N2C=NC3=C2NC=NCC3O)CO)O. Cell line: SNB-19. Synergy scores: CSS=12.8, Synergy_ZIP=-2.99, Synergy_Bliss=-1.72, Synergy_Loewe=-1.54, Synergy_HSA=-0.638. (4) Drug 1: C1CCC(C1)C(CC#N)N2C=C(C=N2)C3=C4C=CNC4=NC=N3. Drug 2: C(CCl)NC(=O)N(CCCl)N=O. Cell line: NCI-H522. Synergy scores: CSS=3.05, Synergy_ZIP=-3.05, Synergy_Bliss=-1.15, Synergy_Loewe=-3.42, Synergy_HSA=-2.32. (5) Drug 1: C1=CC(=CC=C1CCC2=CNC3=C2C(=O)NC(=N3)N)C(=O)NC(CCC(=O)O)C(=O)O. Drug 2: C1=C(C(=O)NC(=O)N1)F. Cell line: BT-549. Synergy scores: CSS=34.3, Synergy_ZIP=-6.27, Synergy_Bliss=-5.12, Synergy_Loewe=2.81, Synergy_HSA=3.22. (6) Drug 1: CC1C(C(CC(O1)OC2CC(CC3=C2C(=C4C(=C3O)C(=O)C5=C(C4=O)C(=CC=C5)OC)O)(C(=O)C)O)N)O.Cl. Drug 2: CC1=C(C(=CC=C1)Cl)NC(=O)C2=CN=C(S2)NC3=CC(=NC(=N3)C)N4CCN(CC4)CCO. Cell line: RPMI-8226. Synergy scores: CSS=33.8, Synergy_ZIP=-1.90, Synergy_Bliss=-0.403, Synergy_Loewe=-13.0, Synergy_HSA=0.298. (7) Drug 1: C1=NC2=C(N=C(N=C2N1C3C(C(C(O3)CO)O)F)Cl)N. Drug 2: C#CCC(CC1=CN=C2C(=N1)C(=NC(=N2)N)N)C3=CC=C(C=C3)C(=O)NC(CCC(=O)O)C(=O)O. Cell line: HS 578T. Synergy scores: CSS=60.4, Synergy_ZIP=6.49, Synergy_Bliss=3.54, Synergy_Loewe=-28.9, Synergy_HSA=0.391. (8) Drug 1: C1C(C(OC1N2C=C(C(=O)NC2=O)F)CO)O. Drug 2: CC1CCC2CC(C(=CC=CC=CC(CC(C(=O)C(C(C(=CC(C(=O)CC(OC(=O)C3CCCCN3C(=O)C(=O)C1(O2)O)C(C)CC4CCC(C(C4)OC)O)C)C)O)OC)C)C)C)OC. Cell line: CCRF-CEM. Synergy scores: CSS=42.0, Synergy_ZIP=2.32, Synergy_Bliss=2.43, Synergy_Loewe=-20.6, Synergy_HSA=0.543. (9) Drug 1: CN1CCC(CC1)COC2=C(C=C3C(=C2)N=CN=C3NC4=C(C=C(C=C4)Br)F)OC. Drug 2: CC=C1C(=O)NC(C(=O)OC2CC(=O)NC(C(=O)NC(CSSCCC=C2)C(=O)N1)C(C)C)C(C)C. Cell line: SF-268. Synergy scores: CSS=63.6, Synergy_ZIP=-0.826, Synergy_Bliss=-3.74, Synergy_Loewe=-71.5, Synergy_HSA=-5.87. (10) Synergy scores: CSS=14.5, Synergy_ZIP=-6.91, Synergy_Bliss=-0.548, Synergy_Loewe=-1.56, Synergy_HSA=-1.38. Drug 1: C1=NC2=C(N1)C(=S)N=C(N2)N. Cell line: T-47D. Drug 2: C#CCC(CC1=CN=C2C(=N1)C(=NC(=N2)N)N)C3=CC=C(C=C3)C(=O)NC(CCC(=O)O)C(=O)O.